From a dataset of Catalyst prediction with 721,799 reactions and 888 catalyst types from USPTO. Predict which catalyst facilitates the given reaction. (1) Reactant: [C:1]([O:4][C@H:5]1[C@H:10](OC(=O)C)[CH:9]=[CH:8][O:7][C@@H:6]1[CH2:15][O:16][C:17](=[O:19])[CH3:18])(=[O:3])[CH3:2].[CH3:20][OH:21]. Product: [C:17]([O:16][CH2:15][C@@H:6]1[C@@H:5]([O:4][C:1](=[O:3])[CH3:2])[CH:10]=[CH:9][C@@H:8]([O:21][CH3:20])[O:7]1)(=[O:19])[CH3:18]. The catalyst class is: 23. (2) Reactant: [NH2:1][CH2:2][CH2:3][NH:4][C:5](=[O:11])[O:6][C:7]([CH3:10])([CH3:9])[CH3:8].CCN(C(C)C)C(C)C.[Cl:21][CH2:22][C:23](Cl)=[O:24]. Product: [Cl:21][CH2:22][C:23]([NH:1][CH2:2][CH2:3][NH:4][C:5](=[O:11])[O:6][C:7]([CH3:8])([CH3:10])[CH3:9])=[O:24]. The catalyst class is: 49. (3) Product: [C:1]([O:5][C:6]([N:8]([C:22]1[CH:27]=[CH:26][C:25]([F:28])=[C:24]([Cl:29])[CH:23]=1)[C:9]1[C:17]2[C:12](=[CH:13][N:14]=[CH:15][CH:16]=2)[S:11][C:10]=1[C:18]([OH:20])=[O:19])=[O:7])([CH3:4])([CH3:2])[CH3:3]. The catalyst class is: 87. Reactant: [C:1]([O:5][C:6]([N:8]([C:22]1[CH:27]=[CH:26][C:25]([F:28])=[C:24]([Cl:29])[CH:23]=1)[C:9]1[C:17]2[C:12](=[CH:13][N:14]=[CH:15][CH:16]=2)[S:11][C:10]=1[C:18]([O:20]C)=[O:19])=[O:7])([CH3:4])([CH3:3])[CH3:2].[Li+].[OH-]. (4) Reactant: [NH2:1][C@@H:2]([CH2:6][C:7]1[CH:12]=[CH:11][C:10]([C:13]2[S:17](=[O:19])(=[O:18])[N:16]([C:20]([CH3:23])([CH3:22])[CH3:21])[C:15](=[O:24])[CH:14]=2)=[CH:9][CH:8]=1)[C:3]([NH2:5])=[O:4].C(N(CC)C(C)C)(C)C.[C:34](=O)([O:43][CH2:44][CH:45]1[C:57]2[CH:56]=[CH:55][CH:54]=[CH:53][C:52]=2[C:51]2[C:46]1=[CH:47][CH:48]=[CH:49][CH:50]=2)[O:35]N1C(=O)CCC1=O. Product: [CH:56]1[C:57]2[CH:45]([CH2:44][O:43][C:34](=[O:35])[NH:1][CH:2]([C:3](=[O:4])[NH2:5])[CH2:6][C:7]3[CH:8]=[CH:9][C:10]([C:13]4[S:17](=[O:19])(=[O:18])[N:16]([C:20]([CH3:21])([CH3:23])[CH3:22])[C:15](=[O:24])[CH:14]=4)=[CH:11][CH:12]=3)[C:46]3[C:51](=[CH:50][CH:49]=[CH:48][CH:47]=3)[C:52]=2[CH:53]=[CH:54][CH:55]=1. The catalyst class is: 10. (5) Reactant: [Cl:1][C:2]1[CH:7]=[CH:6][CH:5]=[CH:4][C:3]=1[C:8]1[C:33](=[O:34])[N:32]([CH3:35])[C:11]2[N:12]=[C:13]([NH:16][C:17]3[CH:18]=[C:19]([CH:29]=[CH:30][CH:31]=3)[CH2:20][NH:21]C(=O)OC(C)(C)C)[N:14]=[CH:15][C:10]=2[CH:9]=1.C(O)(C(F)(F)F)=O. Product: [NH2:21][CH2:20][C:19]1[CH:18]=[C:17]([NH:16][C:13]2[N:14]=[CH:15][C:10]3[CH:9]=[C:8]([C:3]4[CH:4]=[CH:5][CH:6]=[CH:7][C:2]=4[Cl:1])[C:33](=[O:34])[N:32]([CH3:35])[C:11]=3[N:12]=2)[CH:31]=[CH:30][CH:29]=1. The catalyst class is: 2. (6) Reactant: [Li].C[O:3][C:4](=O)[CH2:5][N:6]1[CH2:10][CH2:9][CH:8]([C:11]2[CH:16]=[CH:15][C:14]([S:17]([C:20]3[CH:25]=[CH:24][CH:23]=[C:22]([F:26])[CH:21]=3)(=[O:19])=[O:18])=[CH:13][C:12]=2[CH3:27])[CH2:7]1.O. Product: [F:26][C:22]1[CH:21]=[C:20]([S:17]([C:14]2[CH:15]=[CH:16][C:11]([CH:8]3[CH2:9][CH2:10][N:6]([CH2:5][CH2:4][OH:3])[CH2:7]3)=[C:12]([CH3:27])[CH:13]=2)(=[O:19])=[O:18])[CH:25]=[CH:24][CH:23]=1. The catalyst class is: 1. (7) Reactant: [CH2:1]([O:8][CH2:9][C:10](=O)[CH2:11][C:12]([O:14][CH2:15][CH3:16])=[O:13])[C:2]1[CH:7]=[CH:6][CH:5]=[CH:4][CH:3]=1.IN1C(=O)CCC1=O.[NH2:26][C:27]([NH2:29])=[S:28].CO. Product: [NH2:29][C:27]1[S:28][C:11]([C:12]([O:14][CH2:15][CH3:16])=[O:13])=[C:10]([CH2:9][O:8][CH2:1][C:2]2[CH:7]=[CH:6][CH:5]=[CH:4][CH:3]=2)[N:26]=1. The catalyst class is: 13.